The task is: Predict the reaction yield, written as a fraction of the theoretical maximum amount of product (1.0 means a 100% yield; for example, 0.34 means a 34% yield).. This data is from Reaction yield outcomes from USPTO patents with 853,638 reactions. (1) The reactants are C1(S([N:10]2[C:18]3[C:13](=[CH:14][C:15]([C:19]#[C:20][C:21]4[CH:26]=[CH:25][CH:24]=[CH:23][CH:22]=4)=[CH:16][CH:17]=3)[C:12]3[CH:27]=[C:28]([Cl:31])[CH:29]=[N:30][C:11]2=3)(=O)=O)C=CC=CC=1.CCCC[N+](CCCC)(CCCC)CCCC.[F-]. The catalyst is C1COCC1. The product is [Cl:31][C:28]1[CH:29]=[N:30][C:11]2[NH:10][C:18]3[C:13]([C:12]=2[CH:27]=1)=[CH:14][C:15]([C:19]#[C:20][C:21]1[CH:26]=[CH:25][CH:24]=[CH:23][CH:22]=1)=[CH:16][CH:17]=3. The yield is 0.880. (2) The reactants are Cl.[F:2][C:3]1[CH:11]=[C:10]2[C:6]([C:7]([C:21]3[CH:22]=[N:23][N:24]([CH:26]4[CH2:31][CH2:30][NH:29][CH2:28][CH2:27]4)[CH:25]=3)=[CH:8][N:9]2[S:12]([C:15]2[CH:20]=[CH:19][CH:18]=[CH:17][CH:16]=2)(=[O:14])=[O:13])=[CH:5][CH:4]=1.[C:32](Cl)(=[O:35])[CH2:33][CH3:34]. No catalyst specified. The product is [F:2][C:3]1[CH:11]=[C:10]2[C:6]([C:7]([C:21]3[CH:22]=[N:23][N:24]([CH:26]4[CH2:31][CH2:30][N:29]([C:32](=[O:35])[CH2:33][CH3:34])[CH2:28][CH2:27]4)[CH:25]=3)=[CH:8][N:9]2[S:12]([C:15]2[CH:16]=[CH:17][CH:18]=[CH:19][CH:20]=2)(=[O:13])=[O:14])=[CH:5][CH:4]=1. The yield is 0.800. (3) The reactants are [CH3:1][C@@H:2]1[CH2:7][N:6]([C:8]2[N:16]=[C:15]([F:17])[C:14]([I:18])=[CH:13][C:9]=2[C:10](O)=[O:11])[CH2:5][C@H:4]([CH3:19])[O:3]1. The catalyst is C1COCC1.O. The product is [CH3:19][C@@H:4]1[CH2:5][N:6]([C:8]2[C:9]([CH2:10][OH:11])=[CH:13][C:14]([I:18])=[C:15]([F:17])[N:16]=2)[CH2:7][C@H:2]([CH3:1])[O:3]1. The yield is 0.810. (4) The reactants are [CH2:1]([O:3][C:4]([C:6]([CH3:21])([O:8][C:9]1[CH:14]=[CH:13][C:12]([CH2:15][CH2:16][CH2:17][C:18]([OH:20])=O)=[CH:11][CH:10]=1)[CH3:7])=[O:5])[CH3:2].C(Cl)(=O)C(Cl)=O.CN(C)C=O.CS(O)(=O)=O.[CH3:38][O:39][C:40]1[CH:41]=[C:42]([CH2:46][N:47]([C:49]([NH2:51])=[O:50])[NH2:48])[CH:43]=[CH:44][CH:45]=1. The catalyst is C(OCC)(=O)C.N1C=CC=CC=1. The product is [CH2:1]([O:3][C:4]([C:6]([CH3:7])([O:8][C:9]1[CH:10]=[CH:11][C:12]([CH2:15][CH2:16][CH2:17][C:18]([NH:48][N:47]([CH2:46][C:42]2[CH:43]=[CH:44][CH:45]=[C:40]([O:39][CH3:38])[CH:41]=2)[C:49]([NH2:51])=[O:50])=[O:20])=[CH:13][CH:14]=1)[CH3:21])=[O:5])[CH3:2]. The yield is 0.650. (5) The reactants are [CH2:1]([N:5]1[CH:9]=[CH:8][N:7]=[CH:6]1)[CH2:2][CH2:3][CH3:4].[Cl:10][CH2:11][CH:12]([OH:15])[CH2:13][OH:14]. The catalyst is CO. The product is [Cl-:10].[OH:15][CH:12]([CH2:13][OH:14])[CH2:11][N+:7]1[CH:8]=[CH:9][N:5]([CH2:1][CH2:2][CH2:3][CH3:4])[CH:6]=1. The yield is 0.920. (6) The reactants are [C:1]([C:5]1[CH:6]=[C:7]([NH:28][C:29]([NH:31][C@@H:32]2[C:41]3[C:36](=[CH:37][CH:38]=[CH:39][CH:40]=3)[C@H:35]([O:42][C:43]3[CH:44]=[CH:45][C:46]4[N:47]([C:49]([C@@H:52]5[CH2:56][CH2:55][CH2:54][N:53]5[CH3:57])=[N:50][N:51]=4)[CH:48]=3)[CH2:34][CH2:33]2)=[O:30])[N:8]([C:10]2[CH:15]=[CH:14][C:13]([O:16][Si](C(C)C)(C(C)C)C(C)C)=[C:12]([Cl:27])[CH:11]=2)[N:9]=1)([CH3:4])([CH3:3])[CH3:2].CCCC[N+](CCCC)(CCCC)CCCC.[F-].O. The catalyst is C1COCC1. The product is [C:1]([C:5]1[CH:6]=[C:7]([NH:28][C:29]([NH:31][C@@H:32]2[C:41]3[C:36](=[CH:37][CH:38]=[CH:39][CH:40]=3)[C@H:35]([O:42][C:43]3[CH:44]=[CH:45][C:46]4[N:47]([C:49]([C@@H:52]5[CH2:56][CH2:55][CH2:54][N:53]5[CH3:57])=[N:50][N:51]=4)[CH:48]=3)[CH2:34][CH2:33]2)=[O:30])[N:8]([C:10]2[CH:15]=[CH:14][C:13]([OH:16])=[C:12]([Cl:27])[CH:11]=2)[N:9]=1)([CH3:4])([CH3:2])[CH3:3]. The yield is 0.680. (7) The reactants are Cl[C:2]1[C:11]2[C:6](=[CH:7][C:8]([O:17][CH3:18])=[C:9]([O:12][CH2:13][CH2:14][O:15][CH3:16])[CH:10]=2)[N:5]=[C:4]([C:19]2[CH:24]=[CH:23][CH:22]=[C:21]([N+:25]([O-:27])=[O:26])[CH:20]=2)[N:3]=1.[NH2:28][C:29]1[CH:30]=[C:31]2[C:35](=[CH:36][CH:37]=1)[N:34]([C:38]([O-:40])=[O:39])[N:33]=[CH:32]2. The catalyst is C(O)(C)C. The product is [CH3:18][O:17][C:8]1[CH:7]=[C:6]2[C:11]([C:2]([NH:28][C:29]3[CH:30]=[C:31]4[C:35](=[CH:36][CH:37]=3)[N:34]([C:38]([O:40][CH2:11][CH2:6][CH2:7][CH3:8])=[O:39])[N:33]=[CH:32]4)=[N:3][C:4]([C:19]3[CH:24]=[CH:23][CH:22]=[C:21]([N+:25]([O-:27])=[O:26])[CH:20]=3)=[N:5]2)=[CH:10][C:9]=1[O:12][CH2:13][CH2:14][O:15][CH3:16]. The yield is 0.710. (8) The reactants are [CH3:1][O:2][C:3]1[N:8]=[CH:7][C:6]([C:9]2[CH:10]=[C:11]3[C:16](=[CH:17][CH:18]=2)[N:15]=[CH:14][N:13]=[C:12]3[C:19]2[CH:20]=[N:21][CH:22]=[C:23]([CH:27]=2)[C:24]([OH:26])=O)=[CH:5][CH:4]=1.CCN(C(C)C)C(C)C.CCCP(=O)=O.[CH3:43][N:44]1[CH2:50][CH2:49][CH2:48][NH:47][CH2:46][CH2:45]1. The catalyst is C(Cl)Cl. The product is [CH3:1][O:2][C:3]1[N:8]=[CH:7][C:6]([C:9]2[CH:10]=[C:11]3[C:16](=[CH:17][CH:18]=2)[N:15]=[CH:14][N:13]=[C:12]3[C:19]2[CH:27]=[C:23]([C:24]([N:47]3[CH2:48][CH2:49][CH2:50][N:44]([CH3:43])[CH2:45][CH2:46]3)=[O:26])[CH:22]=[N:21][CH:20]=2)=[CH:5][CH:4]=1. The yield is 0.430. (9) The product is [C:18]([O:17][C:15]([N:12]1[CH2:13][CH2:14][N:9]([C:6]2[CH:7]=[CH:8][C:3]([C:1]([OH:25])=[O:23])=[CH:4][C:5]=2[CH3:22])[CH2:10][CH2:11]1)=[O:16])([CH3:21])([CH3:20])[CH3:19]. The reactants are [C:1]([C:3]1[CH:8]=[CH:7][C:6]([N:9]2[CH2:14][CH2:13][N:12]([C:15]([O:17][C:18]([CH3:21])([CH3:20])[CH3:19])=[O:16])[CH2:11][CH2:10]2)=[C:5]([CH3:22])[CH:4]=1)#N.[OH-:23].[Na+].[OH2:25]. The yield is 0.920. The catalyst is CCO. (10) The reactants are [CH:1]1([C:4]([N:6]2[CH2:10][CH2:9][C@@H:8]([CH2:11][NH:12][C:13]3[CH:18]=[CH:17][N:16]=[CH:15][C:14]=3[NH2:19])[CH2:7]2)=[O:5])[CH2:3][CH2:2]1.[NH:20]1[C:28]2[C:23](=[CH:24][CH:25]=[C:26]([C:29]3[CH:36]=[CH:35][C:32]([CH:33]=O)=[CH:31][CH:30]=3)[CH:27]=2)[CH:22]=[N:21]1. The catalyst is CN1CCCC1=O. The product is [CH:1]1([C:4]([N:6]2[CH2:10][CH2:9][C@@H:8]([CH2:11][N:12]3[C:13]4[CH:18]=[CH:17][N:16]=[CH:15][C:14]=4[N:19]=[C:33]3[C:32]3[CH:31]=[CH:30][C:29]([C:26]4[CH:27]=[C:28]5[C:23]([CH:22]=[N:21][NH:20]5)=[CH:24][CH:25]=4)=[CH:36][CH:35]=3)[CH2:7]2)=[O:5])[CH2:3][CH2:2]1. The yield is 0.100.